From a dataset of Full USPTO retrosynthesis dataset with 1.9M reactions from patents (1976-2016). Predict the reactants needed to synthesize the given product. (1) Given the product [F:15][C:2]([F:1])([F:14])[O:3][C:4]1[CH:13]=[CH:12][C:7]2[N:8]=[C:9]([NH:11][C:52](=[O:53])[CH2:51][O:50][C:49]3[CH:55]=[C:45]([CH:44]4[N:40]([C:37](=[O:39])[CH3:38])[N:41]=[C:42]([C:58]5[CH:63]=[C:62]([O:64][CH3:65])[C:61]([O:66][CH3:67])=[C:60]([O:68][CH3:69])[CH:59]=5)[CH2:43]4)[CH:46]=[CH:47][C:48]=3[O:56][CH3:57])[S:10][C:6]=2[CH:5]=1, predict the reactants needed to synthesize it. The reactants are: [F:1][C:2]([F:15])([F:14])[O:3][C:4]1[CH:13]=[CH:12][C:7]2[N:8]=[C:9]([NH2:11])[S:10][C:6]=2[CH:5]=1.C(N=C=NCCCN(C)C)C.ON1C2C=CC=CC=2N=N1.[C:37]([N:40]1[CH:44]([C:45]2[CH:46]=[CH:47][C:48]([O:56][CH3:57])=[C:49]([CH:55]=2)[O:50][CH2:51][C:52](O)=[O:53])[CH2:43][C:42]([C:58]2[CH:63]=[C:62]([O:64][CH3:65])[C:61]([O:66][CH3:67])=[C:60]([O:68][CH3:69])[CH:59]=2)=[N:41]1)(=[O:39])[CH3:38]. (2) Given the product [CH2:6]([N:8]1[CH2:13][CH2:12][CH2:11][C@@H:10]([N:14]([C:19]2[CH:20]=[CH:21][CH:22]=[CH:23][CH:24]=2)[C:15](=[O:18])[CH2:16][CH3:17])[CH2:9]1)[CH2:34][C:35]1[CH:40]=[CH:39][CH:38]=[CH:37][CH:36]=1, predict the reactants needed to synthesize it. The reactants are: C(O[C:6]([N:8]1[CH2:13][CH2:12][CH2:11][C@@H:10]([N:14]([C:19]2[CH:24]=[CH:23][CH:22]=[CH:21][CH:20]=2)[C:15](=[O:18])[CH2:16][CH3:17])[CH2:9]1)=O)(C)(C)C.C([O-])([O-])=O.[K+].[K+].O.BrC[CH2:34][C:35]1[CH:40]=[CH:39][CH:38]=[CH:37][CH:36]=1. (3) Given the product [OH:22][C:18]1[CH:17]=[C:16]([CH2:15][C:13]([NH:12][C:9]2[S:10][CH:11]=[C:7]([C:4]3[CH:3]=[CH:2][N:1]=[CH:6][CH:5]=3)[N:8]=2)=[O:14])[CH:21]=[CH:20][CH:19]=1, predict the reactants needed to synthesize it. The reactants are: [N:1]1[CH:6]=[CH:5][C:4]([C:7]2[N:8]=[C:9]([NH:12][C:13]([CH2:15][C:16]3[CH:17]=[C:18]([O:22]S(C)(=O)=O)[CH:19]=[CH:20][CH:21]=3)=[O:14])[S:10][CH:11]=2)=[CH:3][CH:2]=1.[OH-].[Na+].Cl. (4) The reactants are: Cl.[Cl:2][C:3]1[CH:4]=[C:5]2[C:9](=[CH:10][CH:11]=1)[NH:8][C:7]([C:12]1[CH:13]=[N:14][CH:15]=[CH:16][CH:17]=1)=[C:6]2[CH3:18].Br[CH2:20][C:21]1[CH:28]=[CH:27][C:24]([C:25]#[N:26])=[CH:23][CH:22]=1. Given the product [Cl:2][C:3]1[CH:4]=[C:5]2[C:9](=[CH:10][CH:11]=1)[N:8]([CH2:20][C:21]1[CH:28]=[CH:27][C:24]([C:25]#[N:26])=[CH:23][CH:22]=1)[C:7]([C:12]1[CH:13]=[N:14][CH:15]=[CH:16][CH:17]=1)=[C:6]2[CH3:18], predict the reactants needed to synthesize it.